This data is from Full USPTO retrosynthesis dataset with 1.9M reactions from patents (1976-2016). The task is: Predict the reactants needed to synthesize the given product. Given the product [O:17]=[C:13]1[C:14]2[C:9](=[CH:8][C:7]([CH2:6][CH:2]=[O:1])=[CH:16][CH:15]=2)[CH2:10][CH2:11][O:12]1, predict the reactants needed to synthesize it. The reactants are: [O:1]1CCO[CH:2]1[CH2:6][C:7]1[CH:8]=[C:9]2[C:14](=[CH:15][CH:16]=1)[C:13](=[O:17])[O:12][CH2:11][CH2:10]2.Cl.C(OCC)(=O)C.